The task is: Predict which catalyst facilitates the given reaction.. This data is from Catalyst prediction with 721,799 reactions and 888 catalyst types from USPTO. Reactant: O([C:8]1[C:17]2[C:12](=[CH:13][CH:14]=[C:15]([C:18]3[CH:32]=[CH:31][C:21]([CH2:22][N:23]4[CH2:28][CH:27]5[CH:25]([CH:26]5[CH2:29][OH:30])[CH2:24]4)=[CH:20][CH:19]=3)[CH:16]=2)[N:11]=[CH:10][N:9]=1)C1C=CC=CC=1.[CH:33]1([CH2:36][N:37]2[C:45]3[C:40](=[CH:41][C:42]([NH2:46])=[CH:43][CH:44]=3)[CH:39]=[CH:38]2)[CH2:35][CH2:34]1.Cl.[NH+]1C=CC=CC=1.C1(O)C=CC=CC=1. Product: [CH:33]1([CH2:36][N:37]2[C:45]3[C:40](=[CH:41][C:42]([NH:46][C:8]4[C:17]5[C:12](=[CH:13][CH:14]=[C:15]([C:18]6[CH:19]=[CH:20][C:21]([CH2:22][N:23]7[CH2:28][CH:27]8[CH:25]([CH:26]8[CH2:29][OH:30])[CH2:24]7)=[CH:31][CH:32]=6)[CH:16]=5)[N:11]=[CH:10][N:9]=4)=[CH:43][CH:44]=3)[CH:39]=[CH:38]2)[CH2:34][CH2:35]1. The catalyst class is: 22.